Dataset: Full USPTO retrosynthesis dataset with 1.9M reactions from patents (1976-2016). Task: Predict the reactants needed to synthesize the given product. (1) Given the product [CH2:36]([NH:2][CH:3]([CH2:9][S:10][CH:18]([C:19]1[CH:24]=[CH:23][C:22]([Cl:25])=[CH:21][CH:20]=1)[C:17]1[CH:16]=[CH:15][C:14]([N:27]2[C:32](=[O:33])[NH:31][C:30](=[O:34])[CH:29]=[N:28]2)=[CH:13][C:12]=1[Cl:11])[C:4]([OH:6])=[O:5])[CH3:37], predict the reactants needed to synthesize it. The reactants are: [Na].[NH2:2][CH:3]([CH2:9][SH:10])[C:4]([O:6]CC)=[O:5].[Cl:11][C:12]1[CH:13]=[C:14]([N:27]2[C:32](=[O:33])[NH:31][C:30](=[O:34])[CH:29]=[N:28]2)[CH:15]=[CH:16][C:17]=1[CH:18](Cl)[C:19]1[CH:24]=[CH:23][C:22]([Cl:25])=[CH:21][CH:20]=1.N12CCCN=C1CCC[CH2:37][CH2:36]2. (2) Given the product [CH:16]1([CH2:15][CH:14]([C:12]2[NH:11][C:8]3=[N:9][CH:10]=[C:5]([C:3]([OH:4])=[O:2])[CH:6]=[C:7]3[CH:13]=2)[C:21]2[CH:26]=[CH:25][C:24]([C:27]([CH3:36])([O:29][CH:30]3[CH2:35][CH2:34][CH2:33][CH2:32][O:31]3)[CH3:28])=[C:23]([F:37])[CH:22]=2)[CH2:17][CH2:18][CH2:19][CH2:20]1, predict the reactants needed to synthesize it. The reactants are: C[O:2][C:3]([C:5]1[CH:6]=[C:7]2[CH:13]=[C:12]([CH:14]([C:21]3[CH:26]=[CH:25][C:24]([C:27]([CH3:36])([O:29][CH:30]4[CH2:35][CH2:34][CH2:33][CH2:32][O:31]4)[CH3:28])=[C:23]([F:37])[CH:22]=3)[CH2:15][CH:16]3[CH2:20][CH2:19][CH2:18][CH2:17]3)[NH:11][C:8]2=[N:9][CH:10]=1)=[O:4].[OH-].[Na+].Cl. (3) Given the product [S:24]1[C:25]2[CH:31]=[CH:30][CH:29]=[CH:28][C:26]=2[N:27]=[C:23]1[NH:22][C:13](=[O:15])/[C:12](/[C:4]1[CH:5]=[CH:6][C:7]([S:8]([CH3:11])(=[O:9])=[O:10])=[C:2]([Cl:1])[CH:3]=1)=[N:16]/[O:17][CH2:18][CH:19]([CH3:21])[CH3:20], predict the reactants needed to synthesize it. The reactants are: [Cl:1][C:2]1[CH:3]=[C:4](/[C:12](=[N:16]\[O:17][CH2:18][CH:19]([CH3:21])[CH3:20])/[C:13]([OH:15])=O)[CH:5]=[CH:6][C:7]=1[S:8]([CH3:11])(=[O:10])=[O:9].[NH2:22][C:23]1[S:24][C:25]2[CH:31]=[CH:30][CH:29]=[CH:28][C:26]=2[N:27]=1.C(N(CC)C(C)C)(C)C. (4) Given the product [F:40][C:26]([F:25])([F:39])[C:27]1[CH:32]=[CH:31][CH:30]=[CH:29][C:28]=1[CH:33]1[CH2:34][CH2:35][N:36]([C:18]([C:3]2[C:4]3[CH2:5][N:6]([C:11]([O:13][C:14]([CH3:15])([CH3:16])[CH3:17])=[O:12])[CH2:7][CH2:8][CH2:9][C:10]=3[NH:1][N:2]=2)=[O:20])[CH2:37][CH2:38]1, predict the reactants needed to synthesize it. The reactants are: [NH:1]1[C:10]2[CH2:9][CH2:8][CH2:7][N:6]([C:11]([O:13][C:14]([CH3:17])([CH3:16])[CH3:15])=[O:12])[CH2:5][C:4]=2[C:3]([C:18]([O:20]CC)=O)=[N:2]1.Cl.Cl.[F:25][C:26]([F:40])([F:39])[C:27]1[CH:32]=[CH:31][CH:30]=[CH:29][C:28]=1[CH:33]1[CH2:38][CH2:37][NH:36][CH2:35][CH2:34]1.F[P-](F)(F)(F)(F)F.N1(O[P+](N(C)C)(N(C)C)N(C)C)C2C=CC=CC=2N=N1.CCN(C(C)C)C(C)C. (5) Given the product [CH3:1][O:2][C:3](=[O:13])[CH2:4][C:5]1[S:6][CH:7]=[C:8]([CH2:10][Cl:15])[CH:9]=1, predict the reactants needed to synthesize it. The reactants are: [CH3:1][O:2][C:3](=[O:13])[CH2:4][C:5]1[S:6][CH:7]=[C:8]([CH2:10]OC)[CH:9]=1.B(Cl)(Cl)[Cl:15].O. (6) Given the product [CH3:1][C:2]1[CH:3]=[CH:4][C:5]([NH:21][C:22]([C:24]2[CH:29]=[CH:28][C:27]([CH2:30][N:31]3[CH2:32][CH2:33][N:34]([CH3:37])[CH2:35][CH2:36]3)=[CH:26][CH:25]=2)=[O:23])=[CH:6][C:7]=1[NH:8][C:9]1[N:10]=[CH:11][CH:12]=[C:13]([C:15]2[CH:16]=[CH:17][CH:18]=[N:19][CH:20]=2)[N:14]=1.[CH3:39][S:40]([OH:43])(=[O:42])=[O:41], predict the reactants needed to synthesize it. The reactants are: [CH3:1][C:2]1[CH:3]=[CH:4][C:5]([NH:21][C:22]([C:24]2[CH:25]=[CH:26][C:27]([CH2:30][N:31]3[CH2:36][CH2:35][N:34]([CH3:37])[CH2:33][CH2:32]3)=[CH:28][CH:29]=2)=[O:23])=[CH:6][C:7]=1[NH:8][C:9]1[N:10]=[CH:11][CH:12]=[C:13]([C:15]2[CH:16]=[CH:17][CH:18]=[N:19][CH:20]=2)[N:14]=1.O.[CH3:39][S:40]([OH:43])(=[O:42])=[O:41]. (7) The reactants are: [BH4-].[Na+].[C:3]([NH:6][CH:7]([CH2:13][C:14]1[CH:19]=[N:18][CH:17]=[CH:16][N:15]=1)[C:8](OCC)=[O:9])(=[O:5])[CH3:4]. Given the product [OH:9][CH2:8][CH:7]([NH:6][C:3](=[O:5])[CH3:4])[CH2:13][C:14]1[CH:19]=[N:18][CH:17]=[CH:16][N:15]=1, predict the reactants needed to synthesize it. (8) Given the product [CH2:4]([Cl:16])[C:5]1[CH:10]=[CH:9][CH:8]=[CH:7][CH:6]=1.[NH:11]1[CH2:15][CH2:14][CH2:13][CH2:12]1, predict the reactants needed to synthesize it. The reactants are: C1[C:10]2[C:5](=[CH:6][CH:7]=[CH:8][CH:9]=2)[CH2:4]CN1.[NH:11]1[CH2:15][CH2:14][CH2:13][CH2:12]1.[ClH:16].CCOCC. (9) Given the product [N:11]1([C:2]2[N:3]=[CH:4][C:5]([NH2:8])=[CH:6][CH:7]=2)[CH2:16][CH2:15][O:14][CH2:13][CH2:12]1, predict the reactants needed to synthesize it. The reactants are: Br[C:2]1[CH:7]=[CH:6][C:5]([N+:8]([O-])=O)=[CH:4][N:3]=1.[NH:11]1[CH2:16][CH2:15][O:14][CH2:13][CH2:12]1.